This data is from Catalyst prediction with 721,799 reactions and 888 catalyst types from USPTO. The task is: Predict which catalyst facilitates the given reaction. (1) Reactant: [OH:1][CH2:2][C@H:3]([NH:10][C:11](=[O:17])[CH2:12][CH2:13][CH2:14][CH:15]=[CH2:16])[C:4]1[CH:9]=[CH:8][CH:7]=[CH:6][CH:5]=1.[CH3:18][C@H:19]([CH2:23][CH:24]=[CH2:25])[C:20](O)=[O:21]. Product: [CH3:18][C@H:19]([CH2:23][CH:24]=[CH2:25])[C:20]([O:1][CH2:2][C@H:3]([NH:10][C:11](=[O:17])[CH2:12][CH2:13][CH2:14][CH:15]=[CH2:16])[C:4]1[CH:9]=[CH:8][CH:7]=[CH:6][CH:5]=1)=[O:21]. The catalyst class is: 2. (2) Reactant: C(N([CH2:17][C:18]([OH:20])=O)CC(O)=O)CN(CC(O)=O)CC(O)=O.S([O-])([O-])(=O)=O.[Mg+2].[C:27](O)(=O)[CH2:28][C:29]([CH2:34][C:35](O)=O)([C:31]([OH:33])=O)[OH:30].CS(C)(=O)=O.[CH3:45][C@:46]1(O)[C@@H:60]2C(=C(O)[C@]3(O)[C:64](=O)[C:63](C(N)=O)=[C:62]([OH:69])[C@@H:61](N(C)C)[C@@H:58]3[CH2:59]2)C(=O)C2C(O)=C[CH:49]=[CH:48][C:47]1=2.[C:77](OC(C)C)(=[O:91])CCCCCCCCCCCCC. Product: [CH3:49][C@@:48]12[C@H:47]3[C@@H:18]([OH:20])[CH2:17][C@:28]4([CH3:27])[C@@:29]([OH:30])([C:31]([CH2:77][OH:91])=[O:33])[CH2:34][CH2:35][C@H:45]4[C@@H:46]3[CH2:60][CH2:59][C:58]1=[CH:61][C:62](=[O:69])[CH2:63][CH2:64]2. The catalyst class is: 6. (3) Product: [OH:32][NH:33][C:24]([C:20]1[CH:21]=[N:22][C:23]2[N:6]3[CH2:5][C@@H:4]([CH3:26])[O:3][C@@H:2]([CH3:1])[C@@H:7]3[C:8]3([C:9](=[O:16])[NH:10][C:11](=[O:15])[NH:12][C:13]3=[O:14])[CH2:17][C:18]=2[CH:19]=1)=[NH:25]. Reactant: [CH3:1][C@H:2]1[C@@H:7]2[C:8]3([CH2:17][C:18]4[CH:19]=[C:20]([C:24]#[N:25])[CH:21]=[N:22][C:23]=4[N:6]2[CH2:5][C@@H:4]([CH3:26])[O:3]1)[C:13](=[O:14])[NH:12][C:11](=[O:15])[NH:10][C:9]3=[O:16].Cl.NO.Cl.C[O:32][NH2:33].C(=O)(O)[O-].[Na+]. The catalyst class is: 5. (4) Reactant: Cl[C:2]1[N:7]2[N:8]=[C:9]([S:11][CH3:12])[N:10]=[C:6]2[N:5]=[C:4]([CH3:13])[CH:3]=1.[F:14][C:15]([F:24])([F:23])[C:16]1[CH:22]=[CH:21][C:19]([NH2:20])=[CH:18][CH:17]=1.N. Product: [CH3:13][C:4]1[CH:3]=[C:2]([NH:20][C:19]2[CH:21]=[CH:22][C:16]([C:15]([F:14])([F:23])[F:24])=[CH:17][CH:18]=2)[N:7]2[N:8]=[C:9]([S:11][CH3:12])[N:10]=[C:6]2[N:5]=1. The catalyst class is: 8. (5) Reactant: Cl[CH2:2][CH2:3][CH2:4][O:5][C:6]1[CH:15]=[C:14]2[C:9]([C:10](=[O:16])[CH:11]=[CH:12][NH:13]2)=[CH:8][C:7]=1[O:17][CH3:18].[NH:19]1[CH2:23][CH2:22][CH2:21][CH2:20]1. Product: [CH3:18][O:17][C:7]1[CH:8]=[C:9]2[C:14](=[CH:15][C:6]=1[O:5][CH2:4][CH2:3][CH2:2][N:19]1[CH2:23][CH2:22][CH2:21][CH2:20]1)[NH:13][CH:12]=[CH:11][C:10]2=[O:16]. The catalyst class is: 10. (6) Reactant: [OH:1][CH:2]1[CH2:5][N:4]([C:6](=O)[C@@H:7]([N:11]=[C:12]([CH3:14])[CH3:13])[CH2:8][CH2:9][CH3:10])[CH2:3]1.[H-].[Li+].[Al+3].[H-].[H-].[H-].N#N.[OH-].[Na+]. Product: [CH:12]([NH:11][C@@H:7]([CH2:8][CH2:9][CH3:10])[CH2:6][N:4]1[CH2:3][CH:2]([OH:1])[CH2:5]1)([CH3:14])[CH3:13]. The catalyst class is: 90. (7) Reactant: Cl[C:2]1[N:11]=[CH:10][C:9]2[C:4](=[C:5]([CH3:12])[CH:6]=[CH:7][CH:8]=2)[N:3]=1.O.[NH3:14]. Product: [CH3:12][C:5]1[CH:6]=[CH:7][CH:8]=[C:9]2[C:4]=1[N:3]=[C:2]([NH2:14])[N:11]=[CH:10]2. The catalyst class is: 8. (8) Reactant: C(OC([N:8]1[CH2:12][C@@H:11]([CH2:13][C:14]([O:16]C)=[O:15])[CH2:10][C@@H:9]1[C:18]1[CH:23]=[CH:22][C:21]([C:24]2[N:28]=[C:27]([C:29]3[CH:34]=[CH:33][C:32]([CH:35]4[CH2:39][CH2:38][CH2:37][CH2:36]4)=[CH:31][CH:30]=3)[O:26][N:25]=2)=[CH:20][CH:19]=1)=O)(C)(C)C.[OH-].[Na+]. Product: [CH:35]1([C:32]2[CH:33]=[CH:34][C:29]([C:27]3[O:26][N:25]=[C:24]([C:21]4[CH:22]=[CH:23][C:18]([C@H:9]5[CH2:10][C@H:11]([CH2:13][C:14]([OH:16])=[O:15])[CH2:12][NH:8]5)=[CH:19][CH:20]=4)[N:28]=3)=[CH:30][CH:31]=2)[CH2:36][CH2:37][CH2:38][CH2:39]1. The catalyst class is: 137. (9) Reactant: [Cl:1][C:2]1[C:23]([Cl:24])=[CH:22][C:21]2[C:4](=[CH:5][C:6]3[C@@H:7]([S:36][CH2:37][CH2:38][C:39]4[CH:44]=[CH:43][CH:42]=[CH:41][CH:40]=4)[C:8]4[C:17]([C@H:18]([S:25][CH2:26][CH2:27][C:28]5[CH:33]=[CH:32][CH:31]=[CH:30][CH:29]=5)[C:19]=3[CH:20]=2)=[CH:16][C:15]2[C:10](=[CH:11][C:12]([Cl:35])=[C:13]([Cl:34])[CH:14]=2)[CH:9]=4)[CH:3]=1.ClC1C(=O)C(Cl)=C(Cl)C(=O)C=1Cl.C(=O)([O-])[O-].[K+].[K+]. Product: [Cl:24][C:23]1[C:2]([Cl:1])=[CH:3][C:4]2[C:21](=[CH:20][C:19]3[C:6]([CH:5]=2)=[C:7]([S:36][CH2:37][CH2:38][C:39]2[CH:40]=[CH:41][CH:42]=[CH:43][CH:44]=2)[C:8]2[C:17](=[CH:16][C:15]4[C:10]([CH:9]=2)=[CH:11][C:12]([Cl:35])=[C:13]([Cl:34])[CH:14]=4)[C:18]=3[S:25][CH2:26][CH2:27][C:28]2[CH:33]=[CH:32][CH:31]=[CH:30][CH:29]=2)[CH:22]=1. The catalyst class is: 48. (10) Reactant: [S:1]1[C:5]2[CH:6]=[CH:7][CH:8]=[CH:9][C:4]=2[N:3]=[C:2]1[C:10]1[C:14]([C:15]([NH:17][C:18]([CH3:21])([CH3:20])[CH3:19])=[O:16])=[CH:13][N:12](COCC[Si](C)(C)C)[N:11]=1.FC(F)(F)C(O)=O. Product: [S:1]1[C:5]2[CH:6]=[CH:7][CH:8]=[CH:9][C:4]=2[N:3]=[C:2]1[C:10]1[C:14]([C:15]([NH:17][C:18]([CH3:21])([CH3:20])[CH3:19])=[O:16])=[CH:13][NH:12][N:11]=1. The catalyst class is: 4.